Dataset: Full USPTO retrosynthesis dataset with 1.9M reactions from patents (1976-2016). Task: Predict the reactants needed to synthesize the given product. (1) Given the product [CH:1]([N:4]1[C:8]([C:9]2[CH:14]=[CH:13][N:12]=[C:11]([NH:15][C:66]3[CH:67]=[CH:68][C:69]([C:74]([N:76]4[CH2:81][CH2:80][N:79]([CH3:82])[CH2:78][CH2:77]4)=[O:75])=[C:70]([CH:73]=3)[C:71]#[N:72])[N:10]=2)=[CH:7][N:6]=[C:5]1[CH3:16])([CH3:3])[CH3:2], predict the reactants needed to synthesize it. The reactants are: [CH:1]([N:4]1[C:8]([C:9]2[CH:14]=[CH:13][N:12]=[C:11]([NH2:15])[N:10]=2)=[CH:7][N:6]=[C:5]1[CH3:16])([CH3:3])[CH3:2].CC1(C)C2C(=C(P(C3C=CC=CC=3)C3C=CC=CC=3)C=CC=2)OC2C(P(C3C=CC=CC=3)C3C=CC=CC=3)=CC=CC1=2.C(=O)([O-])[O-].[Cs+].[Cs+].Cl[C:66]1[CH:67]=[CH:68][C:69]([C:74]([N:76]2[CH2:81][CH2:80][N:79]([CH3:82])[CH2:78][CH2:77]2)=[O:75])=[C:70]([CH:73]=1)[C:71]#[N:72]. (2) Given the product [CH3:1][S:2][CH2:5][CH2:6][CH2:7][C:8]1[CH:13]=[C:12]([C:14]([O:16][CH3:17])=[O:15])[N:11]=[C:10]([C:18]([O:20][CH3:21])=[O:19])[CH:9]=1, predict the reactants needed to synthesize it. The reactants are: [CH3:1][S-:2].[Na+].Br[CH2:5][CH2:6][CH2:7][C:8]1[CH:13]=[C:12]([C:14]([O:16][CH3:17])=[O:15])[N:11]=[C:10]([C:18]([O:20][CH3:21])=[O:19])[CH:9]=1.[Cl-].[NH4+]. (3) Given the product [CH3:1][O:2][C:3]1[N:8]=[C:7]([CH2:9][OH:10])[CH:6]=[CH:5][CH:4]=1, predict the reactants needed to synthesize it. The reactants are: [CH3:1][O:2][C:3]1[N:8]=[C:7]([C:9](O)=[O:10])[CH:6]=[CH:5][CH:4]=1.[H-].[Al+3].[Li+].[H-].[H-].[H-].[C@H](O)(C([O-])=O)[C@@H](O)C([O-])=O.[Na+].[K+]. (4) Given the product [C:1]([CH2:4][CH2:5][C:6]1[C:18]([CH2:19][CH2:20][CH2:21][CH2:22][CH2:23][CH2:24][O:25][C:26]2[CH:31]=[C:30]([C:32]3[CH:36]=[CH:35][S:34][CH:33]=3)[CH:29]=[C:28]([C:37]([N:38]3[CH2:40][CH2:48][CH2:47][CH2:45][CH2:39]3)=[O:41])[CH:27]=2)=[CH:17][CH:16]=[CH:15][C:7]=1[O:8][CH2:9][CH2:10][CH2:11][C:12]([OH:14])=[O:13])([OH:3])=[O:2], predict the reactants needed to synthesize it. The reactants are: [C:1]([CH2:4][CH2:5][C:6]1[C:18]([CH2:19][CH2:20][CH2:21][CH2:22][CH2:23][CH2:24][O:25][C:26]2[CH:31]=[C:30]([C:32]3[CH:36]=[CH:35][S:34][CH:33]=3)[CH:29]=[C:28]([C:37](=[O:41])[N:38]([CH3:40])[CH3:39])[CH:27]=2)=[CH:17][CH:16]=[CH:15][C:7]=1[O:8][CH2:9][CH2:10][CH2:11][C:12]([OH:14])=[O:13])([OH:3])=[O:2].C(O[C:45]([CH2:47][CH2:48]C1C(OCCCC(OCC)=O)=CC=CC=1CCCCCCOC1C=C(C=C(C2C=CSC=2)C=1)C(O)=O)=O)C.N1CCCCC1. (5) Given the product [NH2:24][C:19]1[C:18]2=[CH:17][CH:16]=[C:15]([C@@H:13]3[O:14][C@H:9]([CH2:8][OH:7])[C@@H:10]([OH:11])[CH2:12]3)[N:23]2[N:22]=[CH:21][N:20]=1, predict the reactants needed to synthesize it. The reactants are: C([Si]1(C(C)C)[O:11][C@H:10]2[CH2:12][C@H:13]([C:15]3[N:23]4[C:18]([C:19]([NH2:24])=[N:20][CH:21]=[N:22]4)=[CH:17][CH:16]=3)[O:14][C@@H:9]2[CH2:8][O:7][Si](C(C)C)(C(C)C)O1)(C)C.CCCC[N+](CCCC)(CCCC)CCCC.[F-]. (6) Given the product [CH:31]1([C:37]2[CH:45]=[CH:44][C:40]([CH2:41][O:42][N:43]=[C:2]3[CH2:11][CH2:10][CH2:9][C:8]4[CH:7]=[C:6]([CH2:12][NH:14][CH2:15][CH2:16][C:17]([OH:19])=[O:18])[CH:5]=[CH:4][C:3]3=4)=[CH:39][C:38]=2[C:46]([F:47])([F:48])[F:49])[CH2:32][CH2:33][CH2:34][CH2:35][CH2:36]1, predict the reactants needed to synthesize it. The reactants are: O=[C:2]1[CH2:11][CH2:10][CH2:9][C:8]2[CH:7]=[C:6]([CH:12]=O)[CH:5]=[CH:4][C:3]1=2.[NH2:14][CH2:15][CH2:16][C:17]([OH:19])=[O:18].CCN(CC)CC.[BH3-]C#N.[Na+].[CH:31]1([C:37]2[CH:45]=[CH:44][C:40]([CH2:41][O:42][NH2:43])=[CH:39][C:38]=2[C:46]([F:49])([F:48])[F:47])[CH2:36][CH2:35][CH2:34][CH2:33][CH2:32]1.